From a dataset of Reaction yield outcomes from USPTO patents with 853,638 reactions. Predict the reaction yield, written as a fraction of the theoretical maximum amount of product (1.0 means a 100% yield; for example, 0.34 means a 34% yield). (1) The reactants are [NH2:1][C:2]1[CH:7]=[CH:6][C:5]([N+:8]([O-:10])=[O:9])=[CH:4][N:3]=1.C[Si]([N-][Si](C)(C)C)(C)C.[Na+].[CH3:21][C:22]([O:25][C:26](O[C:26]([O:25][C:22]([CH3:24])([CH3:23])[CH3:21])=[O:27])=[O:27])([CH3:24])[CH3:23]. The catalyst is C1COCC1.CCOC(C)=O. The product is [C:22]([O:25][C:26]([NH:1][C:2]1[CH:7]=[CH:6][C:5]([N+:8]([O-:10])=[O:9])=[CH:4][N:3]=1)=[O:27])([CH3:24])([CH3:23])[CH3:21]. The yield is 0.700. (2) The reactants are C([O:5][C:6](=[O:18])[CH2:7][NH:8][C:9](=[O:17])[C:10]1[CH:15]=[CH:14][C:13]([OH:16])=[CH:12][CH:11]=1)(C)(C)C.[C:19]1([CH2:25][CH2:26][CH2:27][CH2:28]O)[CH:24]=[CH:23][CH:22]=[CH:21][CH:20]=1. No catalyst specified. The product is [C:19]1([CH2:25][CH2:26][CH2:27][CH2:28][O:16][C:13]2[CH:12]=[CH:11][C:10]([C:9]([NH:8][CH2:7][C:6]([OH:5])=[O:18])=[O:17])=[CH:15][CH:14]=2)[CH:24]=[CH:23][CH:22]=[CH:21][CH:20]=1. The yield is 0.630. (3) The reactants are [NH2:1][C:2]1[N:7]=[CH:6][N:5]=[C:4]2[N:8]([C@@H:25]3[CH2:30][CH2:29][CH2:28][N:27]([C:31](=[O:35])[CH2:32][C:33]#[N:34])[CH2:26]3)[N:9]=[C:10]([C:11]3[CH:16]=[CH:15][C:14]([O:17][C:18]4[CH:23]=[CH:22][CH:21]=[CH:20][CH:19]=4)=[CH:13][C:12]=3[F:24])[C:3]=12.[CH:36]1([CH:39]=O)[CH2:38][CH2:37]1.N1CCCCC1.ClCCl. The catalyst is CO. The product is [NH2:1][C:2]1[N:7]=[CH:6][N:5]=[C:4]2[N:8]([C@@H:25]3[CH2:30][CH2:29][CH2:28][N:27]([C:31]([C:32](=[CH:39][CH:36]4[CH2:38][CH2:37]4)[C:33]#[N:34])=[O:35])[CH2:26]3)[N:9]=[C:10]([C:11]3[CH:16]=[CH:15][C:14]([O:17][C:18]4[CH:19]=[CH:20][CH:21]=[CH:22][CH:23]=4)=[CH:13][C:12]=3[F:24])[C:3]=12. The yield is 0.240. (4) The catalyst is N1C=CC=CC=1. The product is [S:7]([O:6][CH:3]([CH2:4][F:5])[CH2:2][F:1])([C:10]1[CH:16]=[CH:15][C:13]([CH3:14])=[CH:12][CH:11]=1)(=[O:9])=[O:8]. The yield is 0.910. The reactants are [F:1][CH2:2][CH:3]([OH:6])[CH2:4][F:5].[S:7](Cl)([C:10]1[CH:16]=[CH:15][C:13]([CH3:14])=[CH:12][CH:11]=1)(=[O:9])=[O:8]. (5) The catalyst is C(Cl)Cl. The yield is 0.790. The reactants are [C:1]([O:5][C:6]([NH:8][C@@H:9]([CH2:13][CH:14]([CH3:16])[CH3:15])[C:10]([OH:12])=O)=[O:7])([CH3:4])([CH3:3])[CH3:2].[NH:17]1[CH2:22][CH2:21][NH:20][CH2:19][CH2:18]1.C1CCC(N=C=NC2CCCCC2)CC1. The product is [C:1]([O:5][C:6](=[O:7])[NH:8][C@@H:9]([CH2:13][CH:14]([CH3:16])[CH3:15])[C:10](=[O:12])[N:17]1[CH2:22][CH2:21][NH:20][CH2:19][CH2:18]1)([CH3:2])([CH3:3])[CH3:4]. (6) The reactants are [OH:1][CH:2]([C:4]1[C:12]2[O:11][CH2:10][CH:9]([C:13]3[CH:18]=[CH:17][C:16]([CH:19]([CH3:21])[CH3:20])=[CH:15][CH:14]=3)[C:8]=2[C:7]([CH3:22])=[C:6]([NH:23][C:24](=[O:30])[CH2:25][C:26]([CH3:29])([CH3:28])[CH3:27])[C:5]=1[CH3:31])[CH3:3]. The catalyst is [O-2].[O-2].[Mn+4]. The product is [C:2]([C:4]1[C:12]2[O:11][CH2:10][CH:9]([C:13]3[CH:18]=[CH:17][C:16]([CH:19]([CH3:20])[CH3:21])=[CH:15][CH:14]=3)[C:8]=2[C:7]([CH3:22])=[C:6]([NH:23][C:24](=[O:30])[CH2:25][C:26]([CH3:29])([CH3:28])[CH3:27])[C:5]=1[CH3:31])(=[O:1])[CH3:3]. The yield is 0.760. (7) The reactants are [F:1][C:2]1[C:3]([CH:11]=[O:12])=[CH:4][C:5]2[O:9][CH2:8][O:7][C:6]=2[CH:10]=1.[BH4-].[Na+]. The catalyst is CO.CCOC(C)=O. The product is [F:1][C:2]1[C:3]([CH2:11][OH:12])=[CH:4][C:5]2[O:9][CH2:8][O:7][C:6]=2[CH:10]=1. The yield is 0.920. (8) The reactants are CC([N:5]([CH2:9][CH2:10][NH:11][S:12]([C:15]1[CH:20]=[CH:19][C:18]([C:21]2[CH:26]=[CH:25][N:24]=[C:23]3[N:27](S(C4C=CC(C)=CC=4)(=O)=O)[C:28]([C:30]#[C:31][CH2:32][OH:33])=[CH:29][C:22]=23)=[CH:17][CH:16]=1)(=[O:14])=[O:13])[C:6](=[O:8])[O-:7])(C)C.C1(C)C=CC(S(O)(=O)=O)=CC=1. The catalyst is C(Cl)(Cl)Cl. The product is [CH:6]([OH:8])=[O:7].[NH2:5][CH2:9][CH2:10][NH:11][S:12]([C:15]1[CH:20]=[CH:19][C:18]([C:21]2[CH:26]=[CH:25][N:24]=[C:23]3[NH:27][C:28]([C:30]#[C:31][CH2:32][OH:33])=[CH:29][C:22]=23)=[CH:17][CH:16]=1)(=[O:13])=[O:14]. The yield is 0.250. (9) The reactants are [CH2:1]([O:3][C:4]1[CH:5]=[C:6]([CH:12]([NH2:18])[CH2:13][S:14]([CH3:17])(=[O:16])=[O:15])[CH:7]=[CH:8][C:9]=1[O:10][CH3:11])[CH3:2].[C:19]([NH:22][C@H:23]([C:28]([OH:30])=[O:29])[CH2:24][CH:25]([CH3:27])[CH3:26])(=[O:21])[CH3:20]. The catalyst is CO. The product is [C:19]([NH:22][C@H:23]([C:28]([OH:30])=[O:29])[CH2:24][CH:25]([CH3:26])[CH3:27])(=[O:21])[CH3:20].[CH2:1]([O:3][C:4]1[CH:5]=[C:6]([C@H:12]([NH2:18])[CH2:13][S:14]([CH3:17])(=[O:16])=[O:15])[CH:7]=[CH:8][C:9]=1[O:10][CH3:11])[CH3:2]. The yield is 0.900.